Dataset: Full USPTO retrosynthesis dataset with 1.9M reactions from patents (1976-2016). Task: Predict the reactants needed to synthesize the given product. (1) Given the product [Cl:2][C:3]1[CH:8]=[CH:7][C:6]([N:9]2[CH:13]=[CH:12][C:11]([C:14]([O:16][CH2:17][CH3:18])=[O:15])=[N:10]2)=[CH:5][CH:4]=1, predict the reactants needed to synthesize it. The reactants are: [Br-].[Cl:2][C:3]1[CH:8]=[CH:7][CH:6]=[CH:5][CH:4]=1.[NH:9]1[CH:13]=[CH:12][C:11]([C:14]([O:16][CH2:17][CH3:18])=[O:15])=[N:10]1.C([O-])([O-])=O.[K+].[K+]. (2) Given the product [F:19][C:15]1[CH:14]=[C:13]([CH:18]=[CH:17][CH:16]=1)[O:12][CH2:11][C:9]1[N:10]=[C:5]2[N:4]=[CH:3][C:2]([C:25]3[CH:26]=[N:27][C:22]([C:21]([F:32])([F:31])[F:20])=[CH:23][CH:24]=3)=[CH:7][N:6]2[CH:8]=1, predict the reactants needed to synthesize it. The reactants are: Br[C:2]1[CH:3]=[N:4][C:5]2[N:6]([CH:8]=[C:9]([CH2:11][O:12][C:13]3[CH:18]=[CH:17][CH:16]=[C:15]([F:19])[CH:14]=3)[N:10]=2)[CH:7]=1.[F:20][C:21]([F:32])([F:31])[C:22]1[N:27]=[CH:26][C:25](B(O)O)=[CH:24][CH:23]=1. (3) Given the product [C:19]([C:15]1[CH:14]=[C:13]([NH:12][C:8]2[C:9]3[CH:10]=[CH:11][C:2]([CH3:1])=[C:3]([NH:25][C:26]4[C:31]([C:32]5[CH:37]=[CH:36][N:35]=[CH:34][N:33]=5)=[CH:30][CH:29]=[CH:28][N:27]=4)[C:4]=3[CH:5]=[CH:6][N:7]=2)[CH:18]=[CH:17][CH:16]=1)#[CH:20], predict the reactants needed to synthesize it. The reactants are: [CH3:1][C:2]1[CH:11]=[CH:10][C:9]2[C:8]([NH:12][C:13]3[CH:18]=[CH:17][CH:16]=[C:15]([C:19]#[C:20][Si](C)(C)C)[CH:14]=3)=[N:7][CH:6]=[CH:5][C:4]=2[C:3]=1[NH:25][C:26]1[C:31]([C:32]2[CH:37]=[CH:36][N:35]=[CH:34][N:33]=2)=[CH:30][CH:29]=[CH:28][N:27]=1.C(=O)([O-])[O-].[K+].[K+]. (4) Given the product [ClH:26].[C:19](=[O:25])([O:1][CH2:2][CH2:3][NH:4][CH3:5])[O:20][CH2:21][CH2:22][O:23][CH3:24], predict the reactants needed to synthesize it. The reactants are: [OH:1][CH2:2][CH2:3][N:4](C)[C:5](=O)OC(C)(C)C.N1C=CC=CC=1.[C:19]([Cl:26])(=[O:25])[O:20][CH2:21][CH2:22][O:23][CH3:24].